This data is from Forward reaction prediction with 1.9M reactions from USPTO patents (1976-2016). The task is: Predict the product of the given reaction. The product is: [Cl:1][C:2]1[CH:3]=[N:4][CH:5]=[C:6]([O:10][CH2:11][CH:12]2[CH2:17][CH2:16][CH2:15][CH2:14][O:13]2)[C:7]=1[CH2:8][Cl:20]. Given the reactants [Cl:1][C:2]1[CH:3]=[N:4][CH:5]=[C:6]([O:10][CH2:11][CH:12]2[CH2:17][CH2:16][CH2:15][CH2:14][O:13]2)[C:7]=1[CH2:8]O.O=S(Cl)[Cl:20].C(N1C=CN=C1SC1C=NC=C(Cl)C=1CCl)CCC, predict the reaction product.